This data is from Catalyst prediction with 721,799 reactions and 888 catalyst types from USPTO. The task is: Predict which catalyst facilitates the given reaction. (1) Reactant: Cl[C:2]1[C:11]2[C:6](=[CH:7][CH:8]=[CH:9][CH:10]=2)[N:5]=[CH:4][C:3]=1[N+:12]([O-:14])=[O:13].[CH3:15][C:16]([CH3:26])([CH2:19][C:20]1([CH3:25])[O:24][CH2:23][CH2:22][O:21]1)[CH2:17][NH2:18].C(N(CC)CC)C. Product: [CH3:15][C:16]([CH3:26])([CH2:19][C:20]1([CH3:25])[O:21][CH2:22][CH2:23][O:24]1)[CH2:17][NH:18][C:2]1[C:11]2[C:6](=[CH:7][CH:8]=[CH:9][CH:10]=2)[N:5]=[CH:4][C:3]=1[N+:12]([O-:14])=[O:13]. The catalyst class is: 4. (2) Reactant: C[O:2][C:3](=[O:15])[CH2:4][C:5]1[CH:14]=[CH:13][CH:12]=[C:11]2[C:6]=1[CH:7]=[CH:8][N:9]=[CH:10]2.[OH-].[Na+]. Product: [CH:10]1[C:11]2[C:6](=[C:5]([CH2:4][C:3]([OH:15])=[O:2])[CH:14]=[CH:13][CH:12]=2)[CH:7]=[CH:8][N:9]=1. The catalyst class is: 15. (3) Reactant: [O:1]1[CH:6]=[CH:5][CH2:4][CH2:3][CH2:2]1.[Cl:7][C:8]1[CH:9]=[C:10]([CH:15]=[C:16]([CH2:18][OH:19])[CH:17]=1)[C:11]([O:13][CH3:14])=[O:12]. Product: [Cl:7][C:8]1[CH:9]=[C:10]([CH:15]=[C:16]([CH2:18][O:19][CH:6]2[CH2:5][CH2:4][CH2:3][CH2:2][O:1]2)[CH:17]=1)[C:11]([O:13][CH3:14])=[O:12]. The catalyst class is: 2.